From a dataset of Reaction yield outcomes from USPTO patents with 853,638 reactions. Predict the reaction yield, written as a fraction of the theoretical maximum amount of product (1.0 means a 100% yield; for example, 0.34 means a 34% yield). (1) The reactants are [C:1]([NH:5][C:6]1[CH:11]=[C:10]([C:12]2[C:13]([CH3:18])=[N:14][O:15][C:16]=2[CH3:17])[N:9]=[C:8](Cl)[N:7]=1)([CH3:4])([CH3:3])[CH3:2].[CH3:20][O:21][C:22]([C:24]1([C:28]2[CH:33]=[CH:32][C:31]([NH2:34])=[CH:30][CH:29]=2)[CH2:27][CH2:26][CH2:25]1)=[O:23]. The catalyst is C(O)CCC.ClCCl. The product is [CH3:20][O:21][C:22]([C:24]1([C:28]2[CH:29]=[CH:30][C:31]([NH:34][C:8]3[N:7]=[C:6]([NH:5][C:1]([CH3:4])([CH3:3])[CH3:2])[CH:11]=[C:10]([C:12]4[C:13]([CH3:18])=[N:14][O:15][C:16]=4[CH3:17])[N:9]=3)=[CH:32][CH:33]=2)[CH2:25][CH2:26][CH2:27]1)=[O:23]. The yield is 0.570. (2) The reactants are [F:1][C:2]1[CH:7]=[CH:6][C:5]([C:8]2[C:12]([CH2:13][O:14][C:15]3[CH:23]=[CH:22][C:18]([C:19]([OH:21])=O)=[CH:17][N:16]=3)=[C:11]([CH3:24])[O:10][N:9]=2)=[CH:4][CH:3]=1.[CH:25]12[CH2:31][CH:29]([O:30]1)[CH2:28][NH:27][CH2:26]2. No catalyst specified. The product is [F:1][C:2]1[CH:3]=[CH:4][C:5]([C:8]2[C:12]([CH2:13][O:14][C:15]3[N:16]=[CH:17][C:18]([C:19]([N:27]4[CH2:26][C@@H:25]5[CH2:31][C@@H:29]([O:30]5)[CH2:28]4)=[O:21])=[CH:22][CH:23]=3)=[C:11]([CH3:24])[O:10][N:9]=2)=[CH:6][CH:7]=1. The yield is 0.220. (3) The reactants are [Br:1][C:2]1[CH:7]=[CH:6][C:5](Br)=[CH:4][N:3]=1.[CH3:9][S:10]SC. The catalyst is CCOCC.C([Li])CCC. The product is [CH3:9][S:10][C:5]1[CH:6]=[CH:7][C:2]([Br:1])=[N:3][CH:4]=1. The yield is 0.940.